From a dataset of Full USPTO retrosynthesis dataset with 1.9M reactions from patents (1976-2016). Predict the reactants needed to synthesize the given product. (1) Given the product [Cl:1][C:2]1[CH:3]=[CH:4][C:5]([C@H:8]2[C@@H:12]([C:13]3[CH:18]=[CH:17][C:16]([Cl:19])=[CH:15][CH:14]=3)[NH:11][C:10]([C:20]3[CH:25]=[CH:24][CH:23]=[CH:22][C:21]=3[O:26][CH2:27][CH3:28])([C:29]([Cl:31])=[O:30])[NH:9]2)=[CH:6][CH:7]=1, predict the reactants needed to synthesize it. The reactants are: [Cl:1][C:2]1[CH:7]=[CH:6][C:5]([C@H:8]2[C@@H:12]([C:13]3[CH:18]=[CH:17][C:16]([Cl:19])=[CH:15][CH:14]=3)[NH:11][C:10]([C:20]3[CH:25]=[CH:24][CH:23]=[CH:22][C:21]=3[O:26][CH2:27][CH3:28])=[N:9]2)=[CH:4][CH:3]=1.[C:29](Cl)([Cl:31])=[O:30]. (2) Given the product [CH3:1][C:2]1[CH:8]=[CH:7][CH:6]=[C:5]([CH3:9])[C:3]=1[NH:4][C:44](=[O:45])[C:43]1[CH:47]=[CH:48][C:40]([CH2:39][N:20]2[C:21]3[C:26](=[CH:25][CH:24]=[CH:23][CH:22]=3)[C:27]3([CH2:31][O:30][C:29]4[CH:32]=[C:33]5[C:37](=[CH:38][C:28]3=4)[CH2:36][CH2:35][O:34]5)[C:19]2=[O:18])=[CH:41][CH:42]=1, predict the reactants needed to synthesize it. The reactants are: [CH3:1][C:2]1[CH:8]=[CH:7][CH:6]=[C:5]([CH3:9])[C:3]=1[NH2:4].C1(CN)CCCCC1.[O:18]=[C:19]1[C:27]2([CH2:31][O:30][C:29]3[CH:32]=[C:33]4[C:37](=[CH:38][C:28]2=3)[CH2:36][CH2:35][O:34]4)[C:26]2[C:21](=[CH:22][CH:23]=[CH:24][CH:25]=2)[N:20]1[CH2:39][C:40]1[CH:48]=[CH:47][C:43]([C:44](O)=[O:45])=[CH:42][CH:41]=1.O=C1C2(COC3C=C4C(=CC2=3)CCO4)C2C(=CC=CC=2)N1CC1C=C(C=CC=1)C(O)=O.